Task: Binary Classification. Given a drug SMILES string, predict its activity (active/inactive) in a high-throughput screening assay against a specified biological target.. Dataset: KCNQ2 potassium channel screen with 302,405 compounds (1) The compound is S(c1n(c(c2ccc(OC)cc2)cn1)CCOC)CC(=O)Nc1c(c(ccc1)C)C. The result is 0 (inactive). (2) The drug is S1C(=O)C(/N=C1SCC=C)=C/c1cc2OCOc2cc1. The result is 0 (inactive). (3) The result is 0 (inactive). The compound is [O-][N+](=O)c1cc(n2nc(c(c2N)c2ccccc2)C)ccc1. (4) The molecule is s1c2c(n3c(n(CCCOC)c2=O)nnc3CCCC(=O)NCc2ccc(OC)cc2)cc1. The result is 0 (inactive). (5) The molecule is ClC=1C(=O)/C(=C\Nc2[nH]ncn2)C=C(Cl)C1. The result is 1 (active).